Task: Predict the product of the given reaction.. Dataset: Forward reaction prediction with 1.9M reactions from USPTO patents (1976-2016) (1) Given the reactants [CH3:1][O:2][C:3]1[CH:8]=[C:7]([N+:9]([O-])=O)[CH:6]=[CH:5][C:4]=1[C:12]1[O:16][CH:15]=[N:14][CH:13]=1.C(Cl)(Cl)Cl, predict the reaction product. The product is: [CH3:1][O:2][C:3]1[CH:8]=[C:7]([CH:6]=[CH:5][C:4]=1[C:12]1[O:16][CH:15]=[N:14][CH:13]=1)[NH2:9]. (2) Given the reactants Cl[C:2]1[N:7]=[C:6]([NH:8][C:9]2[CH:14]=[CH:13][C:12]([CH3:15])=[CH:11][CH:10]=2)[CH:5]=[C:4]([CH3:16])[N:3]=1.[CH3:17][C:18]1[CH:22]=[C:21]([CH3:23])[NH:20][N:19]=1, predict the reaction product. The product is: [CH3:17][C:18]1[CH:22]=[C:21]([CH3:23])[N:20]([C:2]2[N:7]=[C:6]([NH:8][C:9]3[CH:14]=[CH:13][C:12]([CH3:15])=[CH:11][CH:10]=3)[CH:5]=[C:4]([CH3:16])[N:3]=2)[N:19]=1. (3) Given the reactants C1CCN2C(=NCCC2)CC1.[Cl:12][C:13]1[CH:18]=[CH:17][C:16]([CH:19]([NH:24][C:25]2[CH:30]=[CH:29][C:28]([O:31][CH3:32])=[CH:27][CH:26]=2)[C:20]([F:23])([F:22])[F:21])=[C:15]([CH2:33]O)[CH:14]=1.ClC1C=C(C=CC=1)CO.C1C=CC(P([N:58]=[N+:59]=[N-:60])(C2C=CC=CC=2)=O)=CC=1, predict the reaction product. The product is: [N:58]([CH2:33][C:15]1[CH:14]=[C:13]([Cl:12])[CH:18]=[CH:17][C:16]=1[CH:19]([NH:24][C:25]1[CH:30]=[CH:29][C:28]([O:31][CH3:32])=[CH:27][CH:26]=1)[C:20]([F:23])([F:22])[F:21])=[N+:59]=[N-:60]. (4) Given the reactants [C:1]([C:5]1[O:9][N:8]=[C:7]([NH:10][C:11]([NH:13][C:14]2[CH:19]=[CH:18][CH:17]=[C:16]([S:20][C:21]3[C:30]4[C:25](=[CH:26][C:27]([O:33][CH2:34][CH2:35]Cl)=[C:28]([O:31][CH3:32])[CH:29]=4)[N:24]=[CH:23][N:22]=3)[CH:15]=2)=[O:12])[CH:6]=1)([CH3:4])([CH3:3])[CH3:2].[CH3:37][N:38]1[CH2:43][CH2:42][NH:41][CH2:40][CH2:39]1.C(N(C(C)C)CC)(C)C, predict the reaction product. The product is: [C:1]([C:5]1[O:9][N:8]=[C:7]([NH:10][C:11]([NH:13][C:14]2[CH:19]=[CH:18][CH:17]=[C:16]([S:20][C:21]3[C:30]4[C:25](=[CH:26][C:27]([O:33][CH2:34][CH2:35][N:41]5[CH2:42][CH2:43][N:38]([CH3:37])[CH2:39][CH2:40]5)=[C:28]([O:31][CH3:32])[CH:29]=4)[N:24]=[CH:23][N:22]=3)[CH:15]=2)=[O:12])[CH:6]=1)([CH3:4])([CH3:3])[CH3:2]. (5) Given the reactants [OH:1][C:2]1[CH:10]=[CH:9][C:5]([C:6]([OH:8])=O)=[CH:4][CH:3]=1.C1N=CN(C(N2C=NC=C2)=O)C=1.[CH2:23]([N:27]1[C:35]2[N:34]=[C:33]([Cl:36])[NH:32][C:31]=2[C:30](=[O:37])[N:29]([CH2:38][CH2:39][CH2:40][CH2:41]/[C:42](=[N:45]/[H])/[NH:43]O)[C:28]1=[O:47])[CH2:24][CH2:25][CH3:26], predict the reaction product. The product is: [CH2:23]([N:27]1[C:35]2[N:34]=[C:33]([Cl:36])[NH:32][C:31]=2[C:30](=[O:37])[N:29]([CH2:38][CH2:39][CH2:40][CH2:41][C:42]2[N:43]=[C:6]([C:5]3[CH:4]=[CH:3][C:2]([OH:1])=[CH:10][CH:9]=3)[O:8][N:45]=2)[C:28]1=[O:47])[CH2:24][CH2:25][CH3:26].